This data is from Catalyst prediction with 721,799 reactions and 888 catalyst types from USPTO. The task is: Predict which catalyst facilitates the given reaction. Reactant: [OH:1][C:2]1[CH:3]=[C:4]2[C:9](=[CH:10][CH:11]=1)[C:8](=[O:12])[CH2:7][CH2:6][CH2:5]2.[CH:13]1([CH2:16][CH2:17]O)[CH2:15][CH2:14]1.C1(P(C2C=CC=CC=2)C2C=CC=CC=2)C=CC=CC=1.CCOC(/N=N/C(OCC)=O)=O. Product: [CH:13]1([CH2:16][CH2:17][O:1][C:2]2[CH:3]=[C:4]3[C:9](=[CH:10][CH:11]=2)[C:8](=[O:12])[CH2:7][CH2:6][CH2:5]3)[CH2:15][CH2:14]1. The catalyst class is: 1.